This data is from Forward reaction prediction with 1.9M reactions from USPTO patents (1976-2016). The task is: Predict the product of the given reaction. (1) The product is: [CH3:1][NH:2][C:3]([NH:5][C@@H:6]1[CH2:10][CH2:9][NH:8][CH2:7]1)=[O:4]. Given the reactants [CH3:1][NH:2][C:3]([NH:5][C@@H:6]1[CH2:10][CH2:9][N:8](C(OC(C)(C)C)=O)[CH2:7]1)=[O:4].Cl.O1CCOCC1, predict the reaction product. (2) Given the reactants Br[C:2]1[C:3]([O:8][CH:9]2[CH2:12][N:11]([C:13]3[CH:22]=[CH:21][C:20]4[C:15](=[CH:16][CH:17]=[CH:18][CH:19]=4)[N:14]=3)[CH2:10]2)=[N:4][CH:5]=[CH:6][CH:7]=1.[NH:23]1[CH2:28][CH2:27][CH:26]([C:29]#[N:30])[CH2:25][CH2:24]1.C1(P(C2C=CC=CC=2)C2C=CC3C(=CC=CC=3)C=2C2C3C(=CC=CC=3)C=CC=2P(C2C=CC=CC=2)C2C=CC=CC=2)C=CC=CC=1.C(O[Na])(C)(C)C, predict the reaction product. The product is: [N:14]1[C:15]2[C:20](=[CH:19][CH:18]=[CH:17][CH:16]=2)[CH:21]=[CH:22][C:13]=1[N:11]1[CH2:12][CH:9]([O:8][C:3]2[C:2]([N:23]3[CH2:28][CH2:27][CH:26]([C:29]#[N:30])[CH2:25][CH2:24]3)=[CH:7][CH:6]=[CH:5][N:4]=2)[CH2:10]1. (3) Given the reactants [CH3:1][O:2][C:3]([CH:5]1[CH2:13][C:12]2[C:7](=[CH:8][CH:9]=[C:10]([Br:14])[CH:11]=2)[C:6]1=O)=[O:4].C([SiH](CC)CC)C, predict the reaction product. The product is: [CH3:1][O:2][C:3]([CH:5]1[CH2:13][C:12]2[C:7](=[CH:8][CH:9]=[C:10]([Br:14])[CH:11]=2)[CH2:6]1)=[O:4]. (4) Given the reactants Br[C:2]1[CH:3]=[C:4]2[C:9](=[CH:10][CH:11]=1)[N:8]=[CH:7][C:6]([C:12](=[O:16])[CH:13]([CH3:15])[CH3:14])=[C:5]2[NH:17][C@H:18]1[CH2:23][CH2:22][C@H:21]([NH:24][C:25](=[O:31])[O:26][C:27]([CH3:30])([CH3:29])[CH3:28])[CH2:20][CH2:19]1.[Cl:32][C:33]1[CH:38]=[C:37](B2OC(C)(C)C(C)(C)O2)[CH:36]=[C:35]([Cl:48])[C:34]=1[OH:49], predict the reaction product. The product is: [Cl:32][C:33]1[CH:38]=[C:37]([C:2]2[CH:3]=[C:4]3[C:9](=[CH:10][CH:11]=2)[N:8]=[CH:7][C:6]([C:12](=[O:16])[CH:13]([CH3:15])[CH3:14])=[C:5]3[NH:17][C@H:18]2[CH2:19][CH2:20][C@H:21]([NH:24][C:25](=[O:31])[O:26][C:27]([CH3:30])([CH3:28])[CH3:29])[CH2:22][CH2:23]2)[CH:36]=[C:35]([Cl:48])[C:34]=1[OH:49].